This data is from NCI-60 drug combinations with 297,098 pairs across 59 cell lines. The task is: Regression. Given two drug SMILES strings and cell line genomic features, predict the synergy score measuring deviation from expected non-interaction effect. (1) Drug 1: C1=CC(=C2C(=C1NCCNCCO)C(=O)C3=C(C=CC(=C3C2=O)O)O)NCCNCCO. Drug 2: CC1OCC2C(O1)C(C(C(O2)OC3C4COC(=O)C4C(C5=CC6=C(C=C35)OCO6)C7=CC(=C(C(=C7)OC)O)OC)O)O. Cell line: A498. Synergy scores: CSS=42.1, Synergy_ZIP=-3.93, Synergy_Bliss=-3.99, Synergy_Loewe=1.91, Synergy_HSA=4.03. (2) Drug 1: CCC1(CC2CC(C3=C(CCN(C2)C1)C4=CC=CC=C4N3)(C5=C(C=C6C(=C5)C78CCN9C7C(C=CC9)(C(C(C8N6C)(C(=O)OC)O)OC(=O)C)CC)OC)C(=O)OC)O.OS(=O)(=O)O. Drug 2: CN(C(=O)NC(C=O)C(C(C(CO)O)O)O)N=O. Cell line: HCT116. Synergy scores: CSS=-0.517, Synergy_ZIP=1.56, Synergy_Bliss=-0.554, Synergy_Loewe=-2.99, Synergy_HSA=-3.19. (3) Drug 1: CC1=C(C=C(C=C1)NC2=NC=CC(=N2)N(C)C3=CC4=NN(C(=C4C=C3)C)C)S(=O)(=O)N.Cl. Drug 2: CN1C2=C(C=C(C=C2)N(CCCl)CCCl)N=C1CCCC(=O)O.Cl. Cell line: HCT-15. Synergy scores: CSS=-0.336, Synergy_ZIP=2.37, Synergy_Bliss=1.53, Synergy_Loewe=-0.0919, Synergy_HSA=-1.73.